From a dataset of Full USPTO retrosynthesis dataset with 1.9M reactions from patents (1976-2016). Predict the reactants needed to synthesize the given product. (1) Given the product [C:25]([C:27]1[CH:32]=[CH:31][CH:30]=[CH:29][C:28]=1[C:5]1[C:4]([C:3]([OH:2])=[O:24])=[CH:9][C:8]([C:10]2[S:11][CH:12]=[C:13]([C:15]3[CH:20]=[CH:19][C:18]([Cl:21])=[C:17]([Cl:22])[CH:16]=3)[N:14]=2)=[CH:7][CH:6]=1)#[N:26], predict the reactants needed to synthesize it. The reactants are: C[O:2][C:3](=[O:24])[C:4]1[CH:9]=[C:8]([C:10]2[S:11][CH:12]=[C:13]([C:15]3[CH:20]=[CH:19][C:18]([Cl:21])=[C:17]([Cl:22])[CH:16]=3)[N:14]=2)[CH:7]=[CH:6][C:5]=1Br.[C:25]([C:27]1[CH:32]=[CH:31][CH:30]=[CH:29][C:28]=1B(O)O)#[N:26]. (2) Given the product [NH2:17][C:14]1[CH:13]=[CH:12][C:11]([C:9]2[S:10][C:6]3[CH:5]=[C:4]([NH2:1])[CH:21]=[CH:20][C:7]=3[N:8]=2)=[CH:16][CH:15]=1, predict the reactants needed to synthesize it. The reactants are: [N+:1]([C:4]1[CH:21]=[CH:20][C:7]2[N:8]=[C:9]([C:11]3[CH:16]=[CH:15][C:14]([N+:17]([O-])=O)=[CH:13][CH:12]=3)[S:10][C:6]=2[CH:5]=1)([O-])=O.Cl[Sn]Cl. (3) The reactants are: [F:1][C:2]1[CH:20]=[CH:19][C:5]([O:6][C:7]2[CH:15]=[CH:14][CH:13]=[C:12]3[C:8]=2[CH:9]=[C:10]([C:16]([OH:18])=O)[NH:11]3)=[CH:4][CH:3]=1.Cl.Cl.Cl.[N:24]1([CH2:31][CH2:32][N:33]2[CH2:38][CH2:37][CH:36]([NH2:39])[CH2:35][CH2:34]2)[CH2:30][CH2:29][CH2:28][CH2:27][CH2:26][CH2:25]1. Given the product [N:24]1([CH2:31][CH2:32][N:33]2[CH2:34][CH2:35][CH:36]([NH:39][C:16]([C:10]3[NH:11][C:12]4[C:8]([CH:9]=3)=[C:7]([O:6][C:5]3[CH:4]=[CH:3][C:2]([F:1])=[CH:20][CH:19]=3)[CH:15]=[CH:14][CH:13]=4)=[O:18])[CH2:37][CH2:38]2)[CH2:30][CH2:29][CH2:28][CH2:27][CH2:26][CH2:25]1, predict the reactants needed to synthesize it. (4) Given the product [Cl:1][C:2]1[CH:3]=[C:4]([C:12]2([C:27]([F:28])([F:29])[F:30])[O:16][N:15]=[C:14]([C:17]3[CH:25]=[CH:24][C:20]([C:21]([N:55]4[CH2:56][C:57](=[O:58])[NH:52][C:53](=[O:59])[CH2:54]4)=[O:22])=[C:19]([CH3:26])[CH:18]=3)[CH2:13]2)[CH:5]=[C:6]([C:8]([F:9])([F:10])[F:11])[CH:7]=1, predict the reactants needed to synthesize it. The reactants are: [Cl:1][C:2]1[CH:3]=[C:4]([C:12]2([C:27]([F:30])([F:29])[F:28])[O:16][N:15]=[C:14]([C:17]3[CH:25]=[CH:24][C:20]([C:21](O)=[O:22])=[C:19]([CH3:26])[CH:18]=3)[CH2:13]2)[CH:5]=[C:6]([C:8]([F:11])([F:10])[F:9])[CH:7]=1.CCN=C=NCCCN(C)C.C1C=CC2N(O)N=NC=2C=1.[NH:52]1[C:57](=[O:58])[CH2:56][NH:55][CH2:54][C:53]1=[O:59]. (5) Given the product [CH2:36]([NH:35][C@@H:24]([C:16]1[N:15]([CH2:8][C:9]2[CH:14]=[CH:13][CH:12]=[CH:11][CH:10]=2)[CH:19]=[C:18]([C:20]([CH3:22])([CH3:23])[CH3:21])[N:17]=1)[CH2:25][C:26]1[C:34]2[C:29](=[CH:30][CH:31]=[CH:32][CH:33]=2)[NH:28][CH:27]=1)[C:37]1[CH:42]=[CH:41][CH:40]=[CH:39][CH:38]=1, predict the reactants needed to synthesize it. The reactants are: C(N(CC)CC)C.[CH2:8]([N:15]1[CH:19]=[C:18]([C:20]([CH3:23])([CH3:22])[CH3:21])[N:17]=[C:16]1[C@H:24]([NH2:35])[CH2:25][C:26]1[C:34]2[C:29](=[CH:30][CH:31]=[CH:32][CH:33]=2)[NH:28][CH:27]=1)[C:9]1[CH:14]=[CH:13][CH:12]=[CH:11][CH:10]=1.[CH2:36](Cl)[C:37]1[CH:42]=[CH:41][CH:40]=[CH:39][CH:38]=1. (6) Given the product [CH3:11][N:12]([CH2:14][C:15]1[CH:32]=[CH:31][C:18]([CH:19]2[CH:7]([C:6]3[CH:9]=[CH:10][C:3]([O:2][CH3:1])=[CH:4][CH:5]=3)[C:23](=[O:24])[C:22]3[C:38]([C:37]([O:41][CH2:42][CH3:43])=[O:40])=[CH:39][CH:28]=[CH:29][C:21]=3[NH:20]2)=[CH:17][CH:16]=1)[CH3:13], predict the reactants needed to synthesize it. The reactants are: [CH3:1][O:2][C:3]1[CH:10]=[CH:9][C:6]([CH:7]=O)=[CH:5][CH:4]=1.[CH3:11][N:12]([CH2:14][C:15]1[CH:32]=[CH:31][C:18](/[CH:19]=[N:20]/[C:21]2[CH:29]=[CH:28]C=C3[C:22]=2[CH2:23][O:24]C3=O)=[CH:17][CH:16]=1)[CH3:13].C[O-].[Na+].O.[C:37]([O:41][CH2:42][CH3:43])(=[O:40])[CH2:38][CH3:39].